Dataset: Full USPTO retrosynthesis dataset with 1.9M reactions from patents (1976-2016). Task: Predict the reactants needed to synthesize the given product. Given the product [C:35]([O:28][C@@H:23]([C:14]1[C:13]([CH3:29])=[N:12][C:11]2[N:10]([N:9]=[C:8]([C:4]3[CH:5]=[CH:6][CH:7]=[C:2]([Cl:1])[CH:3]=3)[CH:30]=2)[C:15]=1[C:16]1[CH:17]=[CH:18][C:19]([F:22])=[CH:20][CH:21]=1)[C:24]([O:26][CH3:27])=[O:25])([CH3:38])([CH3:37])[CH3:36], predict the reactants needed to synthesize it. The reactants are: [Cl:1][C:2]1[CH:3]=[C:4]([C:8]2[CH:30]=[C:11]3[N:12]=[C:13]([CH3:29])[C:14]([C@H:23]([OH:28])[C:24]([O:26][CH3:27])=[O:25])=[C:15]([C:16]4[CH:21]=[CH:20][C:19]([F:22])=[CH:18][CH:17]=4)[N:10]3[N:9]=2)[CH:5]=[CH:6][CH:7]=1.C(O[C:35]([CH3:38])([CH3:37])[CH3:36])(=O)C.Cl(O)(=O)(=O)=O.